Dataset: NCI-60 drug combinations with 297,098 pairs across 59 cell lines. Task: Regression. Given two drug SMILES strings and cell line genomic features, predict the synergy score measuring deviation from expected non-interaction effect. Drug 1: COC1=C(C=C2C(=C1)N=CN=C2NC3=CC(=C(C=C3)F)Cl)OCCCN4CCOCC4. Drug 2: CCC1(CC2CC(C3=C(CCN(C2)C1)C4=CC=CC=C4N3)(C5=C(C=C6C(=C5)C78CCN9C7C(C=CC9)(C(C(C8N6C=O)(C(=O)OC)O)OC(=O)C)CC)OC)C(=O)OC)O.OS(=O)(=O)O. Cell line: HS 578T. Synergy scores: CSS=54.4, Synergy_ZIP=10.4, Synergy_Bliss=12.9, Synergy_Loewe=6.48, Synergy_HSA=12.2.